This data is from Peptide-MHC class II binding affinity with 134,281 pairs from IEDB. The task is: Regression. Given a peptide amino acid sequence and an MHC pseudo amino acid sequence, predict their binding affinity value. This is MHC class II binding data. (1) The binding affinity (normalized) is 0.439. The MHC is DRB1_0101 with pseudo-sequence DRB1_0101. The peptide sequence is RIIAGTLEVHAVKPA. (2) The peptide sequence is IDSSYFANVLAKKMP. The binding affinity (normalized) is 0.587. The MHC is DRB1_0701 with pseudo-sequence DRB1_0701. (3) The peptide sequence is DFLELLRYLAVELLP. The MHC is HLA-DQA10201-DQB10202 with pseudo-sequence HLA-DQA10201-DQB10202. The binding affinity (normalized) is 0.560. (4) The binding affinity (normalized) is 0.295. The peptide sequence is GMMMGMFNMLSTVLG. The MHC is DRB5_0101 with pseudo-sequence DRB5_0101.